Dataset: Catalyst prediction with 721,799 reactions and 888 catalyst types from USPTO. Task: Predict which catalyst facilitates the given reaction. (1) Reactant: [CH2:1]([O:3][C:4]([N:6]1[CH2:21][CH2:20][C:10]2=[CH:11][C:12](Br)=[C:13]3[C:17]([C:16]([CH3:18])=[CH:15][CH2:14]3)=[C:9]2[CH2:8][CH2:7]1)=[O:5])[CH3:2].[H][H]. Product: [CH2:1]([O:3][C:4]([N:6]1[CH2:7][CH2:8][C:9]2[C:17]3[CH:16]([CH3:18])[CH2:15][CH2:14][C:13]=3[CH:12]=[CH:11][C:10]=2[CH2:20][CH2:21]1)=[O:5])[CH3:2]. The catalyst class is: 50. (2) Reactant: [Cl:1][C:2]1[CH:3]=[CH:4][C:5]2[N:6]([C@H:16]3[CH2:19][C@H:18]([C:20]([O:22]C(C)(C)C)=[O:21])[CH2:17]3)[C:7]3[C:12]([C:13]=2[CH:14]=1)=[CH:11][C:10]([Cl:15])=[CH:9][CH:8]=3.O.[OH-].[Li+]. Product: [Cl:1][C:2]1[CH:3]=[CH:4][C:5]2[N:6]([C@H:16]3[CH2:19][C@H:18]([C:20]([OH:22])=[O:21])[CH2:17]3)[C:7]3[C:12]([C:13]=2[CH:14]=1)=[CH:11][C:10]([Cl:15])=[CH:9][CH:8]=3. The catalyst class is: 36. (3) Reactant: FC(F)(F)C(O)=O.[NH2:8][CH2:9][C:10]1[N:15]=[C:14]([C:16]2[S:17][C:18]3[CH:26]=[CH:25][CH:24]=[CH:23][C:19]=3[C:20](=[O:22])[N:21]=2)[CH:13]=[CH:12][CH:11]=1.[CH2:27]([S:29](Cl)(=[O:31])=[O:30])[CH3:28].C(=O)([O-])O.[Na+]. Product: [O:22]=[C:20]1[C:19]2[CH:23]=[CH:24][CH:25]=[CH:26][C:18]=2[S:17][C:16]([C:14]2[N:15]=[C:10]([CH2:9][NH:8][S:29]([CH2:27][CH3:28])(=[O:31])=[O:30])[CH:11]=[CH:12][CH:13]=2)=[N:21]1. The catalyst class is: 84. (4) Reactant: [OH-].[Li+].[CH3:3][O:4][C:5]1[CH:6]=[C:7]([CH:10]=[CH:11][C:12]=1[N:13]1[CH:17]=[C:16]([CH3:18])[N:15]=[CH:14]1)[CH:8]=O.C(OP([CH:27]1[CH2:35][CH2:34][C@@H:33]2[N:29]([C@H:30]([C:36]3[CH:41]=[C:40]([F:42])[CH:39]=[CH:38][C:37]=3[F:43])[CH2:31][CH2:32]2)[C:28]1=[O:44])(=O)OCC)C.C(O)C. Product: [F:43][C:37]1[CH:38]=[CH:39][C:40]([F:42])=[CH:41][C:36]=1[C@H:30]1[N:29]2[C@@H:33]([CH2:34][CH2:35]/[C:27](=[CH:8]\[C:7]3[CH:10]=[CH:11][C:12]([N:13]4[CH:17]=[C:16]([CH3:18])[N:15]=[CH:14]4)=[C:5]([O:4][CH3:3])[CH:6]=3)/[C:28]2=[O:44])[CH2:32][CH2:31]1. The catalyst class is: 7. (5) Reactant: [CH:1]([N:4]1[C:8]([C:9]2[S:10][C:11]3[CH2:12][CH2:13][O:14][C:15]4[CH:22]=[C:21](B5OC(C)(C)C(C)(C)O5)[CH:20]=[CH:19][C:16]=4[C:17]=3[N:18]=2)=[N:7][C:6]([CH3:32])=[N:5]1)([CH3:3])[CH3:2].[C:33]([O:37][C:38]([N:40]1[CH2:45][C:44](OS(C(F)(F)F)(=O)=O)=[CH:43][CH2:42][CH2:41]1)=[O:39])([CH3:36])([CH3:35])[CH3:34].C(=O)([O-])[O-].[Na+].[Na+].ClCCl. Product: [C:33]([O:37][C:38]([N:40]1[CH2:41][C:42]([C:21]2[CH:20]=[CH:19][C:16]3[C:17]4[N:18]=[C:9]([C:8]5[N:4]([CH:1]([CH3:2])[CH3:3])[N:5]=[C:6]([CH3:32])[N:7]=5)[S:10][C:11]=4[CH2:12][CH2:13][O:14][C:15]=3[CH:22]=2)=[CH:43][CH2:44][CH2:45]1)=[O:39])([CH3:36])([CH3:34])[CH3:35]. The catalyst class is: 108. (6) Reactant: [O:1]=[C:2]([CH3:34])[CH2:3][O:4][C:5]1[CH:6]=[C:7]([CH:31]=[CH:32][CH:33]=1)[C:8]([NH:10][C:11]12[CH2:20][CH:15]3[CH2:16][CH:17]([CH2:19][C:13]([NH:21][C:22]([C:24]4[CH:29]=[N:28][CH:27]=[C:26]([CH3:30])[N:25]=4)=[O:23])([CH2:14]3)[CH2:12]1)[CH2:18]2)=[O:9].C[Mg+].[Br-].[CH2:38]1C[O:41]CC1. Product: [CH3:30][C:26]1[N:25]=[C:24]([C:22]([OH:23])=[O:41])[CH:29]=[N:28][CH:27]=1.[OH:1][C:2]([CH3:38])([CH3:34])[CH2:3][O:4][C:5]1[CH:6]=[C:7]([CH:31]=[CH:32][CH:33]=1)[C:8]([NH:10][C:11]12[CH2:18][CH:17]3[CH2:16][CH:15]([CH2:14][C:13]([NH:21][C:22]([C:24]4[CH:29]=[N:28][CH:27]=[C:26]([CH3:30])[N:25]=4)=[O:23])([CH2:19]3)[CH2:12]1)[CH2:20]2)=[O:9]. The catalyst class is: 28. (7) Reactant: [CH2:1]([O:3][C:4]([C:6]1[S:10][C:9]([CH3:11])=[N:8][CH:7]=1)=[O:5])[CH3:2].C(OC(=O)C)(=O)C.C(O)(=O)C.[CH3:23][C:24]1[O:28][N:27]=[C:26]([C:29]2[CH:34]=[CH:33][CH:32]=[CH:31][CH:30]=2)[C:25]=1[CH:35]=O. Product: [CH2:1]([O:3][C:4]([C:6]1[S:10][C:9](/[CH:11]=[CH:35]/[C:25]2[C:26]([C:29]3[CH:34]=[CH:33][CH:32]=[CH:31][CH:30]=3)=[N:27][O:28][C:24]=2[CH3:23])=[N:8][CH:7]=1)=[O:5])[CH3:2]. The catalyst class is: 6. (8) Reactant: [CH3:1][C:2]1[N:3]([C:8]2[N:13]=[C:12]([CH3:14])[C:11](Br)=[C:10]([CH3:16])[N:9]=2)[C:4]([CH3:7])=[CH:5][CH:6]=1.[OH-:17].[K+].O. Product: [CH3:1][C:2]1[N:3]([C:8]2[N:13]=[C:12]([CH3:14])[C:11]([OH:17])=[C:10]([CH3:16])[N:9]=2)[C:4]([CH3:7])=[CH:5][CH:6]=1. The catalyst class is: 62. (9) The catalyst class is: 7. Product: [CH:1]1([CH:4]([OH:5])[C:25]([F:27])([F:26])[F:24])[CH2:3][CH2:2]1. Reactant: [CH:1]1([CH:4]=[O:5])[CH2:3][CH2:2]1.[F-].C([N+](CCCC)(CCCC)CCCC)CCC.[F:24][C:25]([Si](C)(C)C)([F:27])[F:26].